From a dataset of Full USPTO retrosynthesis dataset with 1.9M reactions from patents (1976-2016). Predict the reactants needed to synthesize the given product. (1) Given the product [CH2:7]([C@H:3]([N:2]1[CH2:12][CH2:13][CH2:14][C:15]1=[O:16])[C:4]([NH2:6])=[O:5])[CH3:8], predict the reactants needed to synthesize it. The reactants are: Cl.[NH2:2][C@@H:3]([CH2:7][CH3:8])[C:4]([NH2:6])=[O:5].[OH-].[K+].Cl[CH2:12][CH2:13][CH2:14][C:15](Cl)=[O:16]. (2) Given the product [CH2:18]([O:17][C:16]([NH:15][CH:7]1[CH2:6][C:5]2[C:4]3[C:12](=[CH:13][CH:14]=[C:2]([F:1])[CH:3]=3)[N:11]([CH2:33][C:34]([O:36][CH2:37][CH3:38])=[O:35])[C:10]=2[CH2:9][CH2:8]1)=[O:25])[C:19]1[CH:24]=[CH:23][CH:22]=[CH:21][CH:20]=1, predict the reactants needed to synthesize it. The reactants are: [F:1][C:2]1[CH:3]=[C:4]2[C:12](=[CH:13][CH:14]=1)[NH:11][C:10]1[CH2:9][CH2:8][CH:7]([NH:15][C:16](=[O:25])[O:17][CH2:18][C:19]3[CH:24]=[CH:23][CH:22]=[CH:21][CH:20]=3)[CH2:6][C:5]2=1.C([O-])([O-])=O.[Cs+].[Cs+].Br[CH2:33][C:34]([O:36][CH2:37][CH3:38])=[O:35].O. (3) Given the product [O:1]1[C:5]2[CH:6]=[CH:7][C:8]([CH2:10][CH2:11][CH2:12][C:13]3[O:22][N:24]=[C:15]([C:16]([OH:18])=[O:17])[CH:14]=3)=[CH:9][C:4]=2[O:3][CH2:2]1, predict the reactants needed to synthesize it. The reactants are: [O:1]1[C:5]2[CH:6]=[CH:7][C:8]([CH2:10][CH2:11][CH2:12][C:13](=[O:22])[CH2:14][C:15](=O)[C:16]([O:18]CC)=[O:17])=[CH:9][C:4]=2[O:3][CH2:2]1.Cl.[NH2:24]O.O.[OH-].[K+]. (4) Given the product [CH3:27][Si:24]([CH3:25])([CH3:26])[C:22]1[CH:21]=[C:5]([CH:4]=[C:3]([Si:2]([CH3:29])([CH3:28])[CH3:1])[CH:23]=1)[C:6]([NH:8][C:9]1[CH:19]=[CH:18][C:12]([CH2:13][CH2:14][C:15]([OH:17])=[O:16])=[C:11]([F:20])[CH:10]=1)=[O:7], predict the reactants needed to synthesize it. The reactants are: [CH3:1][Si:2]([CH3:29])([CH3:28])[C:3]1[CH:4]=[C:5]([CH:21]=[C:22]([Si:24]([CH3:27])([CH3:26])[CH3:25])[CH:23]=1)[C:6]([NH:8][C:9]1[CH:19]=[CH:18][C:12]([CH:13]=[CH:14][C:15]([OH:17])=[O:16])=[C:11]([F:20])[CH:10]=1)=[O:7].[H][H]. (5) The reactants are: [O:1]=[S:2]1(=[O:12])[CH2:7][CH2:6][N:5]([S:8]([NH2:11])(=[O:10])=[O:9])[CH2:4][CH2:3]1.Cl[C:14]1[CH:19]=[C:18]([O:20][CH3:21])[N:17]=[C:16]([S:22][CH2:23][C:24]2[CH:29]=[CH:28][CH:27]=[C:26]([F:30])[C:25]=2[F:31])[N:15]=1. Given the product [F:31][C:25]1[C:26]([F:30])=[CH:27][CH:28]=[CH:29][C:24]=1[CH2:23][S:22][C:16]1[N:15]=[C:14]([NH:11][S:8]([N:5]2[CH2:4][CH2:3][S:2](=[O:1])(=[O:12])[CH2:7][CH2:6]2)(=[O:9])=[O:10])[CH:19]=[C:18]([O:20][CH3:21])[N:17]=1, predict the reactants needed to synthesize it. (6) Given the product [NH2:1][C:2]1[CH:7]=[CH:6][C:5]([CH2:8][CH2:9][O:10][C:16](=[O:17])[CH3:15])=[CH:4][C:3]=1[N+:11]([O-:14])=[O:12], predict the reactants needed to synthesize it. The reactants are: [NH2:1][C:2]1[CH:7]=[CH:6][C:5]([CH2:8][CH2:9][OH:10])=[CH:4][CH:3]=1.[N+:11]([O-:14])(O)=[O:12].[CH3:15][C:16](OC(C)=O)=[O:17]. (7) Given the product [F:18][C:2]([F:1])([F:17])[C:3]1[CH:4]=[CH:5][C:6]([C:9]2[CH:16]=[CH:15][CH:14]=[CH:11][CH:10]=2)=[CH:7][C:8]=1[CH2:38][O:19][C:20]1[CH:25]=[CH:24][C:23]([CH:26]([C:32]2[S:33][CH:34]=[CH:35][C:36]=2[CH3:37])[CH2:27][C:28]([OH:30])=[O:29])=[CH:22][CH:21]=1, predict the reactants needed to synthesize it. The reactants are: [F:1][C:2]([F:18])([F:17])[C:3]1[CH:8]=[CH:7][C:6]([C:9]2[CH:10]=[C:11]([CH:14]=[CH:15][CH:16]=2)CCl)=[CH:5][CH:4]=1.[OH:19][C:20]1[CH:25]=[CH:24][C:23]([CH:26]([C:32]2[S:33][CH:34]=[CH:35][C:36]=2[CH3:37])[CH2:27][C:28]([O:30]C)=[O:29])=[CH:22][CH:21]=1.[C:38]([O-])([O-])=O.[Cs+].[Cs+].